This data is from Catalyst prediction with 721,799 reactions and 888 catalyst types from USPTO. The task is: Predict which catalyst facilitates the given reaction. (1) Reactant: [Br:1][CH2:2][C:3]1[CH:8]=[CH:7][C:6]([O:9][CH3:10])=[C:5]([C:11]([F:14])([F:13])[F:12])[CH:4]=1.[C:15]1([P:21]([C:28]2[CH:33]=[CH:32][CH:31]=[CH:30][CH:29]=2)[C:22]2[CH:27]=[CH:26][CH:25]=[CH:24][CH:23]=2)[CH:20]=[CH:19][CH:18]=[CH:17][CH:16]=1. Product: [Br-:1].[CH3:10][O:9][C:6]1[CH:7]=[CH:8][C:3]([CH2:2][P+:21]([C:22]2[CH:23]=[CH:24][CH:25]=[CH:26][CH:27]=2)([C:28]2[CH:33]=[CH:32][CH:31]=[CH:30][CH:29]=2)[C:15]2[CH:16]=[CH:17][CH:18]=[CH:19][CH:20]=2)=[CH:4][C:5]=1[C:11]([F:14])([F:13])[F:12]. The catalyst class is: 11. (2) Reactant: Cl[C:2]1[N:3]=[C:4]([N:21]2[CH2:26][CH2:25][O:24][CH2:23][CH2:22]2)[C:5]2[N:11]=[CH:10][C:9]([C:12]3[O:16][C:15]([C:17]([O:19][CH3:20])=[O:18])=[CH:14][CH:13]=3)=[CH:8][C:6]=2[N:7]=1.B(O)O.P([O-])([O-])([O-])=O.[K+].[K+].[K+].C[N:39]([CH:41]=[O:42])[CH3:40].[OH2:43]. Product: [C:9]([O:43][C:41]([NH:39][C:40]1[N:7]=[CH:6][C:5]([C:2]2[N:3]=[C:4]([N:21]3[CH2:26][CH2:25][O:24][CH2:23][CH2:22]3)[C:5]3[N:11]=[CH:10][C:9]([C:12]4[O:16][C:15]([C:17]([O:19][CH3:20])=[O:18])=[CH:14][CH:13]=4)=[CH:8][C:6]=3[N:7]=2)=[CH:4][N:3]=1)=[O:42])([CH3:12])([CH3:10])[CH3:8]. The catalyst class is: 73. (3) Reactant: [F:1][C:2]1[CH:9]=[C:8]([O:10]C)[C:7]([O:12]C)=[CH:6][C:3]=1[CH:4]=[O:5].B(Br)(Br)Br. Product: [F:1][C:2]1[CH:9]=[C:8]([OH:10])[C:7]([OH:12])=[CH:6][C:3]=1[CH:4]=[O:5]. The catalyst class is: 4. (4) Product: [F:15][C:16]([F:22])([F:21])[CH2:17][C:18]([N:1]1[CH2:2][CH2:3][CH:4]([NH:7][C:8](=[O:14])[O:9][C:10]([CH3:11])([CH3:13])[CH3:12])[CH2:5][CH2:6]1)=[O:19]. Reactant: [NH:1]1[CH2:6][CH2:5][CH:4]([NH:7][C:8](=[O:14])[O:9][C:10]([CH3:13])([CH3:12])[CH3:11])[CH2:3][CH2:2]1.[F:15][C:16]([F:22])([F:21])[CH2:17][C:18](Cl)=[O:19]. The catalyst class is: 4. (5) Reactant: C(OC(=O)[NH:7][C:8]1[CH:13]=[CH:12][C:11]([O:14][C:15]2[CH:20]=[CH:19][C:18]([S:21]([CH2:24][CH:25]3[CH2:27][S:26]3)(=[O:23])=[O:22])=[CH:17][CH:16]=2)=[CH:10][C:9]=1[O:28]COC)(C)(C)C. Product: [NH2:7][C:8]1[CH:13]=[CH:12][C:11]([O:14][C:15]2[CH:16]=[CH:17][C:18]([S:21]([CH2:24][CH:25]3[CH2:27][S:26]3)(=[O:23])=[O:22])=[CH:19][CH:20]=2)=[CH:10][C:9]=1[OH:28]. The catalyst class is: 240. (6) Reactant: [CH3:1][S:2]([OH:5])(=[O:4])=[O:3].[C:6]([C:10]1[CH:11]=[C:12]([NH:22][C:23]([NH:25][C:26]2[CH:27]=[N:28][C:29]([N:32]3[CH2:37][CH2:36][N:35]([C:38](=[O:45])[CH2:39][CH:40]4[CH2:44][CH2:43][CH2:42][CH2:41]4)[CH2:34][CH2:33]3)=[CH:30][CH:31]=2)=[O:24])[N:13]([C:15]2[CH:20]=[CH:19][C:18]([CH3:21])=[CH:17][CH:16]=2)[N:14]=1)([CH3:9])([CH3:8])[CH3:7].N#N. Product: [CH3:1][S:2]([OH:5])(=[O:4])=[O:3].[C:6]([C:10]1[CH:11]=[C:12]([NH:22][C:23]([NH:25][C:26]2[CH:27]=[N:28][C:29]([N:32]3[CH2:37][CH2:36][N:35]([C:38](=[O:45])[CH2:39][CH:40]4[CH2:44][CH2:43][CH2:42][CH2:41]4)[CH2:34][CH2:33]3)=[CH:30][CH:31]=2)=[O:24])[N:13]([C:15]2[CH:16]=[CH:17][C:18]([CH3:21])=[CH:19][CH:20]=2)[N:14]=1)([CH3:9])([CH3:7])[CH3:8]. The catalyst class is: 61.